Dataset: Catalyst prediction with 721,799 reactions and 888 catalyst types from USPTO. Task: Predict which catalyst facilitates the given reaction. (1) Reactant: [CH3:1][Si:2]([CH3:41])([CH3:40])[CH2:3][CH2:4][O:5][CH2:6][N:7]([CH2:32][O:33][CH2:34][CH2:35][Si:36]([CH3:39])([CH3:38])[CH3:37])[C:8]1[N:13]2[N:14]=[CH:15][CH:16]=[C:12]2[N:11]=[C:10]([C:17]2[CH2:18][C@@H:19]3[N:24]([C:25]([O:27][C:28]([CH3:31])([CH3:30])[CH3:29])=[O:26])[C@H:22]([CH:23]=2)[CH2:21][CH2:20]3)[CH:9]=1.C1C(=O)N([I:49])C(=O)C1. Product: [CH3:39][Si:36]([CH3:38])([CH3:37])[CH2:35][CH2:34][O:33][CH2:32][N:7]([CH2:6][O:5][CH2:4][CH2:3][Si:2]([CH3:1])([CH3:40])[CH3:41])[C:8]1[N:13]2[N:14]=[CH:15][C:16]([I:49])=[C:12]2[N:11]=[C:10]([C:17]2[CH2:18][C@@H:19]3[N:24]([C:25]([O:27][C:28]([CH3:31])([CH3:30])[CH3:29])=[O:26])[C@H:22]([CH:23]=2)[CH2:21][CH2:20]3)[CH:9]=1. The catalyst class is: 23. (2) Reactant: C(Cl)(=O)C(Cl)=O.CS(C)=O.[C:11]([O:15][C:16]([N:18]1[CH2:22][CH2:21][CH:20]([OH:23])[CH2:19]1)=[O:17])([CH3:14])([CH3:13])[CH3:12].CCN(C(C)C)C(C)C. Product: [C:11]([O:15][C:16]([N:18]1[CH2:22][CH2:21][C:20](=[O:23])[CH2:19]1)=[O:17])([CH3:14])([CH3:12])[CH3:13]. The catalyst class is: 2. (3) Reactant: C(N(CC)CC)C.[CH3:8][C:9]([O:12][C:13]([NH:15][C@@H:16]([C:24](O)=[O:25])[CH2:17][C:18]1[CH:23]=[CH:22][N:21]=[CH:20][CH:19]=1)=[O:14])([CH3:11])[CH3:10].ClC(OCC(C)C)=O. Product: [N:21]1[CH:20]=[CH:19][C:18]([CH2:17][C@@H:16]([NH:15][C:13](=[O:14])[O:12][C:9]([CH3:10])([CH3:8])[CH3:11])[CH2:24][OH:25])=[CH:23][CH:22]=1. The catalyst class is: 7. (4) Reactant: [OH-].[K+].[Cl:3][C:4]1[CH:9]=[CH:8][C:7]([C:10]2[CH:15]=[CH:14][CH:13]=[CH:12][C:11]=2[O:16][CH2:17][C:18]([O:20]CC)=[O:19])=[CH:6][C:5]=1[C:23]([NH:25][CH2:26][C:27]12[CH2:36][CH:31]3[CH2:32][CH:33]([CH2:35][CH:29]([CH2:30]3)[CH2:28]1)[CH2:34]2)=[O:24]. Product: [Cl:3][C:4]1[CH:9]=[CH:8][C:7]([C:10]2[CH:15]=[CH:14][CH:13]=[CH:12][C:11]=2[O:16][CH2:17][C:18]([OH:20])=[O:19])=[CH:6][C:5]=1[C:23]([NH:25][CH2:26][C:27]12[CH2:36][CH:31]3[CH2:30][CH:29]([CH2:35][CH:33]([CH2:32]3)[CH2:34]1)[CH2:28]2)=[O:24]. The catalyst class is: 72. (5) Reactant: [NH2:1][C:2]1[C:10]2[C:9]([C:11]3[CH:16]=[CH:15][CH:14]=[C:13]([NH2:17])[CH:12]=3)=[N:8][CH:7]=[N:6][C:5]=2[S:4][C:3]=1[C:18]([NH2:20])=[O:19].[C:21]1([CH2:27][C:28](Cl)=[O:29])[CH:26]=[CH:25][CH:24]=[CH:23][CH:22]=1.C(N(C(C)C)CC)(C)C. Product: [NH2:1][C:2]1[C:10]2[C:9]([C:11]3[CH:16]=[CH:15][CH:14]=[C:13]([NH:17][C:28](=[O:29])[CH2:27][C:21]4[CH:26]=[CH:25][CH:24]=[CH:23][CH:22]=4)[CH:12]=3)=[N:8][CH:7]=[N:6][C:5]=2[S:4][C:3]=1[C:18]([NH2:20])=[O:19]. The catalyst class is: 774. (6) Reactant: [N:1]1([C:7]([C:9]2[CH:10]=[C:11]([C:15]3[CH:20]=[CH:19][N:18]=[C:17]([NH2:21])[C:16]=3[NH2:22])[CH:12]=[CH:13][CH:14]=2)=O)[CH2:6][CH2:5][O:4][CH2:3][CH2:2]1.[H-].[H-].[H-].[H-].[Li+].[Al+3].CCOC(C)=O. Product: [N:1]1([CH2:7][C:9]2[CH:10]=[C:11]([C:15]3[CH:20]=[CH:19][N:18]=[C:17]([NH2:21])[C:16]=3[NH2:22])[CH:12]=[CH:13][CH:14]=2)[CH2:6][CH2:5][O:4][CH2:3][CH2:2]1. The catalyst class is: 1. (7) Reactant: [CH:1]1[C:6]([NH2:7])=[CH:5][C:4]([C:8]([OH:10])=[O:9])=[C:3]([OH:11])[CH:2]=1.C(N(CC)CC)C.[CH3:19][C:20]([O:23][C:24](O[C:24]([O:23][C:20]([CH3:22])([CH3:21])[CH3:19])=[O:25])=[O:25])([CH3:22])[CH3:21]. Product: [C:20]([O:23][C:24]([NH:7][C:6]1[CH:1]=[CH:2][C:3]([OH:11])=[C:4]([CH:5]=1)[C:8]([OH:10])=[O:9])=[O:25])([CH3:22])([CH3:21])[CH3:19]. The catalyst class is: 38. (8) The catalyst class is: 2. Reactant: C(O)(C(F)(F)F)=O.[NH2:8][C:9]1[C:10]([O:16][CH:17]2[CH2:20][N:19](C(OC(C)(C)C)=O)[CH2:18]2)=[N:11][C:12]([Br:15])=[CH:13][N:14]=1. Product: [NH:19]1[CH2:18][CH:17]([O:16][C:10]2[C:9]([NH2:8])=[N:14][CH:13]=[C:12]([Br:15])[N:11]=2)[CH2:20]1. (9) Product: [CH3:11][C:12]1[CH:17]=[CH:16][C:15]([S:18]([NH:1][C:2]2[S:3][C:4]([C:7]([O:9][CH3:10])=[O:8])=[CH:5][N:6]=2)(=[O:20])=[O:19])=[CH:14][CH:13]=1. Reactant: [NH2:1][C:2]1[S:3][C:4]([C:7]([O:9][CH3:10])=[O:8])=[CH:5][N:6]=1.[CH3:11][C:12]1[CH:17]=[CH:16][C:15]([S:18](Cl)(=[O:20])=[O:19])=[CH:14][CH:13]=1.C(N(C(C)C)CC)(C)C. The catalyst class is: 367. (10) Reactant: [C:1]([O:5][C:6](=[O:31])[N:7]([C@H:22]([C:24]1[CH:29]=[CH:28][C:27](Br)=[CH:26][CH:25]=1)[CH3:23])[CH2:8][CH2:9][C:10]1[CH:15]=[C:14]([O:16][CH3:17])[C:13]([N+:18]([O-:20])=[O:19])=[CH:12][C:11]=1[Cl:21])([CH3:4])([CH3:3])[CH3:2].[C:32]([N:39]1[CH2:44][CH2:43][NH:42][CH2:41][CH2:40]1)([O:34][C:35]([CH3:38])([CH3:37])[CH3:36])=[O:33].C(=O)([O-])[O-].[Cs+].[Cs+]. Product: [C:35]([O:34][C:32]([N:39]1[CH2:44][CH2:43][N:42]([C:27]2[CH:28]=[CH:29][C:24]([C@@H:22]([N:7]([C:6]([O:5][C:1]([CH3:4])([CH3:3])[CH3:2])=[O:31])[CH2:8][CH2:9][C:10]3[CH:15]=[C:14]([O:16][CH3:17])[C:13]([N+:18]([O-:20])=[O:19])=[CH:12][C:11]=3[Cl:21])[CH3:23])=[CH:25][CH:26]=2)[CH2:41][CH2:40]1)=[O:33])([CH3:38])([CH3:36])[CH3:37]. The catalyst class is: 333.